This data is from Full USPTO retrosynthesis dataset with 1.9M reactions from patents (1976-2016). The task is: Predict the reactants needed to synthesize the given product. (1) Given the product [F:1][C:2]1[CH:10]=[CH:9][CH:8]=[CH:7][C:3]=1[C:4]1[C:33]([C:34]2[NH:35][CH:36]=[CH:37][N:38]=2)=[CH:32][N:31]=[C:30]([NH:39][CH2:40][CH2:41][NH:42][C:12]2[N:13]=[CH:14][C:15]([C:18]#[N:19])=[CH:16][CH:17]=2)[N:29]=1, predict the reactants needed to synthesize it. The reactants are: [F:1][C:2]1[CH:10]=[CH:9][CH:8]=[CH:7][C:3]=1[C:4](Cl)=O.Cl[C:12]1[CH:17]=[CH:16][C:15]([C:18]#[N:19])=[CH:14][N:13]=1.ClC1C=C(Cl)C=CC=1C1[C:33]([C:34]2[NH:35][CH:36]=[CH:37][N:38]=2)=[CH:32][N:31]=[C:30]([NH:39][CH2:40][CH2:41][NH:42]C2C=CC([N+]([O-])=O)=CN=2)[N:29]=1. (2) Given the product [Br:19][CH2:20][C:21]([N:8]1[C@@H:7]([CH3:6])[C@@H:11]([C:12]2[CH:17]=[CH:16][CH:15]=[CH:14][CH:13]=2)[O:10][C:9]1=[O:18])=[O:22], predict the reactants needed to synthesize it. The reactants are: C([Li])CCC.[CH3:6][C@H:7]1[C@@H:11]([C:12]2[CH:17]=[CH:16][CH:15]=[CH:14][CH:13]=2)[O:10][C:9](=[O:18])[NH:8]1.[Br:19][CH2:20][C:21](Cl)=[O:22].[Cl-].[NH4+].C(=O)(O)[O-].[Na+]. (3) Given the product [CH3:43][C@@H:44]1[N:45]([C:50]2[C:19]3[CH2:20][CH2:21][O:16][CH2:17][C:18]=3[N:22]=[C:23]([C:24]3[CH:25]=[CH:26][C:27]([N+:30]([O-:32])=[O:31])=[CH:28][CH:29]=3)[N:51]=2)[CH2:46][CH2:47][O:48][CH2:49]1, predict the reactants needed to synthesize it. The reactants are: FC(F)(F)S(OS(C(F)(F)F)(=O)=O)(=O)=O.[O:16]1[CH2:21][CH2:20][CH:19]=[C:18]([N:22](CC2C=CC(OC)=CC=2)[C:23](=O)[C:24]2[CH:29]=[CH:28][C:27]([N+:30]([O-:32])=[O:31])=[CH:26][CH:25]=2)[CH2:17]1.[CH3:43][C@H:44]1[CH2:49][O:48][CH2:47][CH2:46][N:45]1[C:50]#[N:51].ClC1C=CC=CN=1.ClC1C=CC=C(Cl)N=1. (4) Given the product [ClH:1].[Cl:20][C:21]1[CH:22]=[C:23]([NH:24][C:2]2[C:7]3[N:8]=[CH:9][N:10]([CH3:11])[C:6]=3[C:5]([C:12]([N:14]3[CH2:19][CH2:18][O:17][CH2:16][CH2:15]3)=[O:13])=[CH:4][N:3]=2)[CH:25]=[CH:26][C:27]=1[F:28], predict the reactants needed to synthesize it. The reactants are: [Cl:1][C:2]1[C:7]2[N:8]=[CH:9][N:10]([CH3:11])[C:6]=2[C:5]([C:12]([N:14]2[CH2:19][CH2:18][O:17][CH2:16][CH2:15]2)=[O:13])=[CH:4][N:3]=1.[Cl:20][C:21]1[CH:22]=[C:23]([CH:25]=[CH:26][C:27]=1[F:28])[NH2:24]. (5) Given the product [C:1]([NH:4][C@:5]1([C@@H:54]([CH2:56][CH3:57])[CH3:55])[CH2:9][CH2:8][N:7]([C@@H:10]([CH2:45][CH2:46][C:47]2[CH:48]=[CH:49][CH:50]=[CH:51][CH:52]=2)[C:11]([NH:13][C@@H:14]([CH2:36][C:37]2[CH:38]=[C:39]([F:44])[CH:40]=[C:41]([F:43])[CH:42]=2)[C@H:15]([OH:16])[C@H:17]2[CH2:29][C@H:24]([O:73][C:74]3[CH:79]=[CH:78][CH:77]=[CH:76][N:75]=3)[CH2:23][NH:18]2)=[O:12])[C:6]1=[O:53])(=[O:3])[CH3:2], predict the reactants needed to synthesize it. The reactants are: [C:1]([NH:4][C@:5]1([C@@H:54]([CH2:56][CH3:57])[CH3:55])[CH2:9][CH2:8][N:7]([C@@H:10]([CH2:45][CH2:46][C:47]2[CH:52]=[CH:51][CH:50]=[CH:49][CH:48]=2)[C:11]([NH:13][C@@H:14]([CH2:36][C:37]2[CH:42]=[C:41]([F:43])[CH:40]=[C:39]([F:44])[CH:38]=2)[C@@H:15]([C@H:17]2CCCC[N:18]2[CH:23](C2C=CC=CC=2)[C:24]2[CH:29]=CC=CC=2)[OH:16])=[O:12])[C:6]1=[O:53])(=[O:3])[CH3:2].FC1C=C(C=C(F)C=1)C[C@H]1[C@@H]([C@H]2C[C@H]([O:73][C:74]3[CH:79]=[CH:78][CH:77]=[CH:76][N:75]=3)CN2C(C2C=CC=CC=2)C2C=CC=CC=2)OC(=O)N1.C1(P(C2C=CC=CC=2)C2C=CC=CC=2)C=CC=CC=1.CCOC(/N=N/C(OCC)=O)=O.FC1C=C(C=C(F)C=1)C[C@H]1[C@@H]([C@H]2C[C@@H](O)CN2C(C2C=CC=CC=2)C2C=CC=CC=2)OC(=O)N1.OC1C=CC=CN=1.